From a dataset of Catalyst prediction with 721,799 reactions and 888 catalyst types from USPTO. Predict which catalyst facilitates the given reaction. (1) Reactant: [O:1]1[C:7]2[CH:8]=[CH:9][C:10]([CH2:12][NH:13][CH2:14][CH:15]([CH3:17])[CH3:16])=[CH:11][C:6]=2[O:5][CH2:4][CH2:3][CH2:2]1.C(O[C:23]([N:25]1[CH2:30][CH2:29][O:28][C@@H:27]([C:31]([OH:33])=O)[CH2:26]1)=O)(C)(C)C.O.ON1[C:40]2[CH:41]=[CH:42][CH:43]=[CH:44][C:39]=2N=N1.Cl.C(N=C=NCCCN(C)C)C. Product: [CH2:23]([N:25]1[CH2:30][CH2:29][O:28][CH:27]([C:31]([N:13]([CH2:12][C:10]2[CH:9]=[CH:8][C:7]3[O:1][CH2:2][CH2:3][CH2:4][O:5][C:6]=3[CH:11]=2)[CH2:14][CH:15]([CH3:17])[CH3:16])=[O:33])[CH2:26]1)[C:39]1[CH:44]=[CH:43][CH:42]=[CH:41][CH:40]=1. The catalyst class is: 236. (2) Reactant: [H-].[Na+].[NH:3]1[CH:7]=[CH:6][N:5]=[CH:4]1.Br[CH2:9][CH:10]([C:12]1[S:13][CH:14]=[CH:15][CH:16]=1)[OH:11]. Product: [NH:3]1[CH:7]=[CH:6][N:5]=[C:4]1[CH2:9][CH:10]([C:12]1[S:13][CH:14]=[CH:15][CH:16]=1)[OH:11]. The catalyst class is: 7. (3) Reactant: [C:1]([C:4]1[CH:36]=[CH:35][C:7]2[N:8]([C:13]3[CH:18]=[CH:17][C:16]([CH2:19][CH2:20][NH:21][C:22]([NH:24][S:25]([C:28]4[CH:33]=[CH:32][C:31]([CH3:34])=[CH:30][CH:29]=4)(=[O:27])=[O:26])=[O:23])=[CH:15][CH:14]=3)[C:9]([CH2:11][CH3:12])=[N:10][C:6]=2[CH:5]=1)(=[O:3])[CH3:2].[CH3:37][Mg]I.O. Product: [CH2:11]([C:9]1[N:8]([C:13]2[CH:14]=[CH:15][C:16]([CH2:19][CH2:20][NH:21][C:22]([NH:24][S:25]([C:28]3[CH:33]=[CH:32][C:31]([CH3:34])=[CH:30][CH:29]=3)(=[O:26])=[O:27])=[O:23])=[CH:17][CH:18]=2)[C:7]2[CH:35]=[CH:36][C:4]([C:1]([OH:3])([CH3:37])[CH3:2])=[CH:5][C:6]=2[N:10]=1)[CH3:12]. The catalyst class is: 7. (4) Reactant: Cl.[NH2:2][CH2:3][CH2:4][C:5]([O:7][C:8]([CH3:11])([CH3:10])[CH3:9])=[O:6].[Br:12][C:13]1[C:14]([CH2:23]Br)=[C:15]([CH:20]=[CH:21][CH:22]=1)[C:16](OC)=[O:17].C(N(CC)CC)C.C(O)(=O)CC(CC(O)=O)(C(O)=O)O. Product: [Br:12][C:13]1[CH:22]=[CH:21][CH:20]=[C:15]2[C:14]=1[CH2:23][N:2]([CH2:3][CH2:4][C:5]([O:7][C:8]([CH3:11])([CH3:10])[CH3:9])=[O:6])[C:16]2=[O:17]. The catalyst class is: 513. (5) Reactant: [N:1]1[CH:6]=[CH:5][CH:4]=[C:3]([CH2:7][C:8]([O:10][CH2:11][CH3:12])=[O:9])[CH:2]=1.[Li+].C[Si]([N-][Si](C)(C)C)(C)C.[C:23](Cl)(=[O:30])[C:24]1[CH:29]=[CH:28][CH:27]=[CH:26][CH:25]=1.CC(O)=O. Product: [O:30]=[C:23]([C:24]1[CH:29]=[CH:28][CH:27]=[CH:26][CH:25]=1)[CH:7]([C:3]1[CH:2]=[N:1][CH:6]=[CH:5][CH:4]=1)[C:8]([O:10][CH2:11][CH3:12])=[O:9]. The catalyst class is: 20. (6) Reactant: [Br:1][C:2]1[CH:3]=[CH:4][C:5]([N:8]2[CH2:12][CH2:11][C@H:10](OS(C)(=O)=O)[CH2:9]2)=[N:6][CH:7]=1.[CH:18]1([NH2:21])[CH2:20][CH2:19]1. Product: [Br:1][C:2]1[CH:3]=[CH:4][C:5]([N:8]2[CH2:12][CH2:11][C@@H:10]([NH:21][CH:18]3[CH2:20][CH2:19]3)[CH2:9]2)=[N:6][CH:7]=1. The catalyst class is: 49. (7) Reactant: C(OC([NH:11][CH2:12][C:13]#[C:14][C:15]1[CH:16]=[CH:17][C:18]([C:21]#[C:22][CH2:23][NH:24]C(=O)OCC2C=CC=CC=2)=[N:19][CH:20]=1)=O)C1C=CC=CC=1.[H][H]. Product: [NH2:11][CH2:12][CH2:13][CH2:14][C:15]1[CH:16]=[CH:17][C:18]([CH2:21][CH2:22][CH2:23][NH2:24])=[N:19][CH:20]=1. The catalyst class is: 5. (8) Reactant: [CH3:1][O:2][C:3]1[CH:4]=[C:5]2[C:10](=[CH:11][C:12]=1[O:13][CH3:14])[N:9]=[CH:8][CH:7]=[C:6]2[O:15][C:16]1[CH:21]=[CH:20][C:19]([NH:22][C:23](=O)[CH2:24][O:25][C:26]2[CH:31]=[CH:30][C:29]([CH2:32][CH3:33])=[CH:28][CH:27]=2)=[CH:18][CH:17]=1.Cl.[OH-].[Na+]. Product: [CH3:1][O:2][C:3]1[CH:4]=[C:5]2[C:10](=[CH:11][C:12]=1[O:13][CH3:14])[N:9]=[CH:8][CH:7]=[C:6]2[O:15][C:16]1[CH:17]=[CH:18][C:19]([NH:22][CH2:23][CH2:24][O:25][C:26]2[CH:27]=[CH:28][C:29]([CH2:32][CH3:33])=[CH:30][CH:31]=2)=[CH:20][CH:21]=1. The catalyst class is: 7. (9) Reactant: [Br:1][C:2]1[CH:7]=[CH:6][C:5]([OH:8])=[CH:4][CH:3]=1.C([O-])([O-])=O.[K+].[K+].Br[CH2:16][C:17]1[CH:22]=[CH:21][CH:20]=[CH:19][CH:18]=1. Product: [CH2:16]([O:8][C:5]1[CH:6]=[CH:7][C:2]([Br:1])=[CH:3][CH:4]=1)[C:17]1[CH:22]=[CH:21][CH:20]=[CH:19][CH:18]=1. The catalyst class is: 23. (10) Reactant: [NH2:1][C:2]1[C:7]2[C:8](=[O:16])[C:9]3[S:15][CH:14]=[CH:13][C:10]=3[CH2:11][S:12][C:6]=2[CH:5]=[CH:4][CH:3]=1.[C:17]1(OB(O)O)[CH:22]=[CH:21][CH:20]=[CH:19][CH:18]=1.C(N(CC)CC)C. Product: [C:17]1([NH:1][C:2]2[C:7]3[C:8](=[O:16])[C:9]4[S:15][CH:14]=[CH:13][C:10]=4[CH2:11][S:12][C:6]=3[CH:5]=[CH:4][CH:3]=2)[CH:22]=[CH:21][CH:20]=[CH:19][CH:18]=1. The catalyst class is: 302.